This data is from Reaction yield outcomes from USPTO patents with 853,638 reactions. The task is: Predict the reaction yield, written as a fraction of the theoretical maximum amount of product (1.0 means a 100% yield; for example, 0.34 means a 34% yield). (1) The product is [Cl:1][C:2]1[C:3]([O:11][CH3:12])=[CH:4][CH:5]=[CH:6][C:7]=1[NH2:8]. The catalyst is C(O)(=O)C.C(O)C.O.[Fe]. The reactants are [Cl:1][C:2]1[C:7]([N+:8]([O-])=O)=[CH:6][CH:5]=[CH:4][C:3]=1[O:11][CH3:12].C([O-])([O-])=O.[Na+].[Na+]. The yield is 1.00. (2) The reactants are [CH:1](=O)[CH2:2][CH2:3][CH2:4][CH2:5][CH:6]=[CH2:7].[C:9]([O:13][C:14]([CH3:17])([CH3:16])[CH3:15])(=[O:12])[NH:10][NH2:11].[BH3-]C#N.[Na+]. The catalyst is CO.C([O-])(O)=O.[Na+].CCOC(C)=O. The product is [C:14]([O:13][C:9]([NH:10]/[N:11]=[CH:1]/[CH2:2][CH2:3][CH2:4][CH2:5][CH:6]=[CH2:7])=[O:12])([CH3:17])([CH3:16])[CH3:15]. The yield is 0.610. (3) The reactants are [NH2:1][C:2]1[N:7]=[CH:6][N:5]=[C:4]2[N:8]([CH2:25][C@H:26]([NH:28][C:29](=[O:33])[CH2:30][C:31]#[N:32])[CH3:27])[N:9]=[C:10]([C:11]3[CH:16]=[CH:15][C:14]([O:17][C:18]4[CH:23]=[CH:22][CH:21]=[CH:20][CH:19]=4)=[CH:13][C:12]=3[F:24])[C:3]=12.[CH3:34][C:35]([NH:39][C:40](=[O:46])[O:41][C:42]([CH3:45])([CH3:44])[CH3:43])([CH3:38])[CH:36]=O. The catalyst is C(O)C. The product is [NH2:1][C:2]1[N:7]=[CH:6][N:5]=[C:4]2[N:8]([CH2:25][C@H:26]([NH:28][C:29](=[O:33])[C:30]([C:31]#[N:32])=[CH:38][C:35]([NH:39][C:40](=[O:46])[O:41][C:42]([CH3:45])([CH3:44])[CH3:43])([CH3:34])[CH3:36])[CH3:27])[N:9]=[C:10]([C:11]3[CH:16]=[CH:15][C:14]([O:17][C:18]4[CH:19]=[CH:20][CH:21]=[CH:22][CH:23]=4)=[CH:13][C:12]=3[F:24])[C:3]=12. The yield is 0.350. (4) The reactants are [Mg].Br[C:3]1[C:8]([CH:9]([CH3:11])[CH3:10])=[CH:7][C:6]([CH:12]([CH3:14])[CH3:13])=[CH:5][C:4]=1[CH:15]([CH3:17])[CH3:16].Br[C:19]1[CH:24]=[CH:23][C:22]([O:25][CH3:26])=[C:21]([O:27][CH3:28])[C:20]=1[I:29].II. The catalyst is [H-].C([Al+]CC(C)C)C(C)C.C1COCC1. The product is [I:29][C:20]1[C:21]([O:27][CH3:28])=[C:22]([O:25][CH3:26])[CH:23]=[CH:24][C:19]=1[C:3]1[C:8]([CH:9]([CH3:11])[CH3:10])=[CH:7][C:6]([CH:12]([CH3:14])[CH3:13])=[C:5]([C:3]2[CH:8]=[CH:7][CH:6]=[CH:5][CH:4]=2)[C:4]=1[CH:15]([CH3:17])[CH3:16]. The yield is 0.400.